From a dataset of Forward reaction prediction with 1.9M reactions from USPTO patents (1976-2016). Predict the product of the given reaction. (1) The product is: [CH3:17][N:18]1[C:26]2[C:21](=[CH:22][C:23]([C:27]([OH:29])=[O:28])=[CH:24][CH:25]=2)[CH:20]=[CH:19]1. Given the reactants N1C2C(=CC(C(O)=O)=CC=2)C=C1.[H-].[Na+].IC.[CH3:17][N:18]1[C:26]2[C:21](=[CH:22][C:23]([C:27]([O:29]C)=[O:28])=[CH:24][CH:25]=2)[CH:20]=[CH:19]1.[OH-].[Na+], predict the reaction product. (2) Given the reactants [CH3:1][O:2][C:3]1[CH:8]=[CH:7][C:6]([CH2:9][CH2:10][CH2:11][C:12]([OH:14])=O)=[CH:5][C:4]=1[CH3:15], predict the reaction product. The product is: [CH3:1][O:2][C:3]1[CH:8]=[C:7]2[C:6]([CH2:9][CH2:10][CH2:11][C:12]2=[O:14])=[CH:5][C:4]=1[CH3:15].